Task: Predict the reaction yield, written as a fraction of the theoretical maximum amount of product (1.0 means a 100% yield; for example, 0.34 means a 34% yield).. Dataset: Reaction yield outcomes from USPTO patents with 853,638 reactions (1) The reactants are [C:1]([O:5][C:6]1[CH:11]=[CH:10][C:9]([CH2:12][C@H:13]([NH:36]C(=O)OCC2C3C=CC=CC=3C3C2=CC=CC=3)[C:14]([N:16]([CH2:28][CH:29]([O:33][CH2:34][CH3:35])[O:30][CH2:31][CH3:32])[CH2:17][C:18]2[C:27]3[C:22](=[CH:23][CH:24]=[CH:25][CH:26]=3)[N:21]=[CH:20][CH:19]=2)=[O:15])=[CH:8][CH:7]=1)([CH3:4])([CH3:3])[CH3:2].N1CCCCC1. No catalyst specified. The product is [NH2:36][C@@H:13]([CH2:12][C:9]1[CH:10]=[CH:11][C:6]([O:5][C:1]([CH3:3])([CH3:2])[CH3:4])=[CH:7][CH:8]=1)[C:14]([N:16]([CH2:28][CH:29]([O:30][CH2:31][CH3:32])[O:33][CH2:34][CH3:35])[CH2:17][C:18]1[C:27]2[C:22](=[CH:23][CH:24]=[CH:25][CH:26]=2)[N:21]=[CH:20][CH:19]=1)=[O:15]. The yield is 0.950. (2) The reactants are [CH:1]1([C:4]([N:6]2[C:15]3[C:10](=[C:11]([O:34][C:35]4[CH:40]=[CH:39][CH:38]=[CH:37][CH:36]=4)[C:12]([N:16]4[CH:20]=[C:19]([C:21]5[CH2:26][CH2:25][N:24]([C:27]([O:29][C:30]([CH3:33])([CH3:32])[CH3:31])=[O:28])[CH2:23][CH:22]=5)[CH:18]=[N:17]4)=[CH:13][CH:14]=3)[CH2:9][CH2:8][C@@H:7]2[CH3:41])=[O:5])[CH2:3][CH2:2]1. The catalyst is [Pd].CO. The product is [CH:1]1([C:4]([N:6]2[C:15]3[C:10](=[C:11]([O:34][C:35]4[CH:36]=[CH:37][CH:38]=[CH:39][CH:40]=4)[C:12]([N:16]4[CH:20]=[C:19]([CH:21]5[CH2:22][CH2:23][N:24]([C:27]([O:29][C:30]([CH3:33])([CH3:32])[CH3:31])=[O:28])[CH2:25][CH2:26]5)[CH:18]=[N:17]4)=[CH:13][CH:14]=3)[CH2:9][CH2:8][C@@H:7]2[CH3:41])=[O:5])[CH2:3][CH2:2]1. The yield is 0.990. (3) The reactants are Br[C:2]1[S:6][C:5]([C:7]2[N:11]3[N:12]=[C:13]([CH3:21])[CH:14]=[C:15]([CH:16]([CH2:19][CH3:20])[CH2:17][CH3:18])[C:10]3=[N:9][C:8]=2[CH3:22])=[C:4]([CH3:23])[CH:3]=1.C1COCC1.C([Li])CCC.CON(C)[C:37](=[O:44])[C:38]1[CH:43]=[CH:42][CH:41]=[CH:40][CH:39]=1. The catalyst is CCOC(C)=O. The product is [CH2:17]([CH:16]([C:15]1[C:10]2[N:11]([C:7]([C:5]3[S:6][C:2]([C:37]([C:38]4[CH:43]=[CH:42][CH:41]=[CH:40][CH:39]=4)=[O:44])=[CH:3][C:4]=3[CH3:23])=[C:8]([CH3:22])[N:9]=2)[N:12]=[C:13]([CH3:21])[CH:14]=1)[CH2:19][CH3:20])[CH3:18]. The yield is 0.210. (4) The reactants are [Si]([O:8][CH2:9][CH2:10][O:11][C:12]1[C:19]([CH3:20])=[CH:18][C:15]([CH:16]=O)=[CH:14][C:13]=1[CH3:21])(C(C)(C)C)(C)C.[NH2:22][C:23]1[CH:41]=[CH:40][CH:39]=[CH:38][C:24]=1[C:25]([NH:27][C:28]1[CH:37]=[CH:36][C:31]([C:32]([O:34][CH3:35])=[O:33])=[CH:30][CH:29]=1)=[O:26]. The catalyst is CCO. The product is [OH:8][CH2:9][CH2:10][O:11][C:12]1[C:13]([CH3:21])=[CH:14][C:15]([C:16]2[N:27]([C:28]3[CH:37]=[CH:36][C:31]([C:32]([O:34][CH3:35])=[O:33])=[CH:30][CH:29]=3)[C:25](=[O:26])[C:24]3[C:23](=[CH:41][CH:40]=[CH:39][CH:38]=3)[N:22]=2)=[CH:18][C:19]=1[CH3:20]. The yield is 0.340. (5) The reactants are [NH2:1][C:2]1[CH:7]=[CH:6][CH:5]=[CH:4][C:3]=1[NH:8][C:9](=[O:28])[C:10]1[CH:15]=[CH:14][C:13]([CH2:16][N:17]2[CH2:25][C:24]3[C:19](=[CH:20][CH:21]=[C:22](Br)[CH:23]=3)[C:18]2=[O:27])=[CH:12][CH:11]=1.B(O)(O)[C:30]1[CH:39]=[CH:38][C:37]2[C:32](=[CH:33][CH:34]=[CH:35][CH:36]=2)[CH:31]=1. No catalyst specified. The product is [NH2:1][C:2]1[CH:7]=[CH:6][CH:5]=[CH:4][C:3]=1[NH:8][C:9](=[O:28])[C:10]1[CH:15]=[CH:14][C:13]([CH2:16][N:17]2[CH2:25][C:24]3[C:19](=[CH:20][CH:21]=[C:22]([C:30]4[CH:39]=[CH:38][C:37]5[C:32](=[CH:33][CH:34]=[CH:35][CH:36]=5)[CH:31]=4)[CH:23]=3)[C:18]2=[O:27])=[CH:12][CH:11]=1. The yield is 0.610. (6) The reactants are C(=O)([O-])[O-].[K+].[K+].Br[CH2:8][CH2:9][CH2:10][CH2:11][CH2:12][CH2:13][CH2:14][CH2:15][CH2:16][CH2:17][CH2:18][CH2:19][CH2:20][CH2:21][CH2:22][CH2:23][CH2:24][CH2:25][CH2:26][CH2:27][CH2:28][CH3:29].[OH:30][C:31]1[CH:32]=[C:33]([CH:38]=[C:39]([OH:41])[CH:40]=1)[C:34]([O:36][CH3:37])=[O:35]. The catalyst is CN(C)C=O. The product is [CH2:8]([O:30][C:31]1[CH:32]=[C:33]([CH:38]=[C:39]([O:41][CH2:29][CH2:28][CH2:27][CH2:26][CH2:25][CH2:24][CH2:23][CH2:22][CH2:21][CH2:20][CH2:19][CH2:18][CH2:17][CH2:16][CH2:15][CH2:14][CH2:13][CH2:12][CH2:11][CH2:10][CH2:9][CH3:8])[CH:40]=1)[C:34]([O:36][CH3:37])=[O:35])[CH2:9][CH2:10][CH2:11][CH2:12][CH2:13][CH2:14][CH2:15][CH2:16][CH2:17][CH2:18][CH2:19][CH2:20][CH2:21][CH2:22][CH2:23][CH2:24][CH2:25][CH2:26][CH2:27][CH2:28][CH3:29]. The yield is 0.965.